From a dataset of Full USPTO retrosynthesis dataset with 1.9M reactions from patents (1976-2016). Predict the reactants needed to synthesize the given product. (1) Given the product [CH3:15][C:16]([Si:19]([CH3:21])([CH3:20])[O:9][C:5]1[CH:4]=[C:3]([CH:8]=[CH:7][CH:6]=1)[C:1]#[N:2])([CH3:18])[CH3:17], predict the reactants needed to synthesize it. The reactants are: [C:1]([C:3]1[CH:4]=[C:5]([OH:9])[CH:6]=[CH:7][CH:8]=1)#[N:2].N1C=CN=C1.[CH3:15][C:16]([Si:19](Cl)([CH3:21])[CH3:20])([CH3:18])[CH3:17]. (2) Given the product [Cl:46][C:43]1[CH:44]=[CH:45][C:40]([C:33]2([C:36]([OH:39])([CH3:37])[CH3:38])[CH2:34][CH2:35][NH:30][CH2:31][CH2:32]2)=[CH:41][CH:42]=1, predict the reactants needed to synthesize it. The reactants are: C(OC(N1CCC(C2C=CC(Cl)=CC=2)(C#N)CC1)=O)(C)(C)C.C(OC([N:30]1[CH2:35][CH2:34][C:33]([C:40]2[CH:45]=[CH:44][C:43]([Cl:46])=[CH:42][CH:41]=2)([C:36]([OH:39])([CH3:38])[CH3:37])[CH2:32][CH2:31]1)=O)(C)(C)C. (3) Given the product [CH3:32][C:7]1[CH:8]=[C:9]([C:13]2[N:22]([CH2:23][CH2:24][CH2:25][N:33]3[CH2:37][CH2:36][CH2:35][CH2:34]3)[C:21](=[O:27])[C:20]3[C:15](=[CH:16][C:17]([O:30][CH3:31])=[CH:18][C:19]=3[O:28][CH3:29])[N:14]=2)[CH:10]=[C:11]([CH3:12])[C:6]=1[O:5][CH2:4][CH2:3][CH2:2][N:33]1[CH2:37][CH2:36][CH2:35][CH2:34]1, predict the reactants needed to synthesize it. The reactants are: Br[CH2:2][CH2:3][CH2:4][O:5][C:6]1[C:11]([CH3:12])=[CH:10][C:9]([C:13]2[N:22]([CH2:23][CH2:24][CH2:25]Br)[C:21](=[O:27])[C:20]3[C:15](=[CH:16][C:17]([O:30][CH3:31])=[CH:18][C:19]=3[O:28][CH3:29])[N:14]=2)=[CH:8][C:7]=1[CH3:32].[NH:33]1[CH2:37][CH2:36][CH2:35][CH2:34]1.O.